From a dataset of Forward reaction prediction with 1.9M reactions from USPTO patents (1976-2016). Predict the product of the given reaction. Given the reactants Cl.Cl.[O:3]1[C:7]2[CH:8]=[CH:9][CH:10]=[C:11]([CH:12]3[CH2:17][CH2:16][N:15]([CH2:18][CH2:19][C@H:20]4[CH2:25][CH2:24][C@H:23]([NH2:26])[CH2:22][CH2:21]4)[CH2:14][CH2:13]3)[C:6]=2[CH2:5][CH2:4]1.[C:27]([C:29]1[CH:37]=[CH:36][C:32]([C:33](O)=[O:34])=[CH:31][CH:30]=1)#[N:28], predict the reaction product. The product is: [C:27]([C:29]1[CH:37]=[CH:36][C:32]([C:33]([NH:26][C@H:23]2[CH2:22][CH2:21][C@H:20]([CH2:19][CH2:18][N:15]3[CH2:16][CH2:17][CH:12]([C:11]4[C:6]5[CH2:5][CH2:4][O:3][C:7]=5[CH:8]=[CH:9][CH:10]=4)[CH2:13][CH2:14]3)[CH2:25][CH2:24]2)=[O:34])=[CH:31][CH:30]=1)#[N:28].